This data is from Full USPTO retrosynthesis dataset with 1.9M reactions from patents (1976-2016). The task is: Predict the reactants needed to synthesize the given product. (1) Given the product [Cl:18][C:15]1[CH:16]=[CH:17][C:12]([NH:11][C:9]([C:6]2[CH:7]=[N:8][C:3]([CH2:2][N:29]3[CH2:30][CH2:31][N:26]([CH3:25])[CH2:27][CH2:28]3)=[CH:4][CH:5]=2)=[O:10])=[CH:13][C:14]=1[C:19]1[CH:24]=[CH:23][CH:22]=[CH:21][N:20]=1, predict the reactants needed to synthesize it. The reactants are: Br[CH2:2][C:3]1[N:8]=[CH:7][C:6]([C:9]([NH:11][C:12]2[CH:17]=[CH:16][C:15]([Cl:18])=[C:14]([C:19]3[CH:24]=[CH:23][CH:22]=[CH:21][N:20]=3)[CH:13]=2)=[O:10])=[CH:5][CH:4]=1.[CH3:25][N:26]1[CH2:31][CH2:30][NH:29][CH2:28][CH2:27]1. (2) Given the product [CH2:57]([O:56][P:54]([O:53][C@@H:11]1[C@@H:10]([CH2:9][OH:8])[O:19][C@H:14]([O:15]/[CH:16]=[CH:17]/[CH3:18])[C@H:13]([O:20][C:21](=[O:39])[CH2:22][CH2:23][CH2:24][CH2:25][CH2:26][CH2:27][CH2:28][CH2:29][CH2:30]/[CH:31]=[CH:32]\[CH2:33][CH2:34][CH2:35][CH2:36][CH2:37][CH3:38])[C@H:12]1[O:40][CH2:41][CH2:42][C@H:43]([O:51][CH3:52])[CH2:44][CH2:45][CH2:46][CH2:47][CH2:48][CH2:49][CH3:50])([O:60][CH2:61][CH:62]=[CH2:63])=[O:55])[CH:58]=[CH2:59], predict the reactants needed to synthesize it. The reactants are: [Si]([O:8][CH2:9][C@H:10]1[O:19][C@H:14]([O:15]/[CH:16]=[CH:17]/[CH3:18])[C@H:13]([O:20][C:21](=[O:39])[CH2:22][CH2:23][CH2:24][CH2:25][CH2:26][CH2:27][CH2:28][CH2:29][CH2:30]/[CH:31]=[CH:32]\[CH2:33][CH2:34][CH2:35][CH2:36][CH2:37][CH3:38])[C@@H:12]([O:40][CH2:41][CH2:42][C@H:43]([O:51][CH3:52])[CH2:44][CH2:45][CH2:46][CH2:47][CH2:48][CH2:49][CH3:50])[C@@H:11]1[O:53][P:54]([O:60][CH2:61][CH:62]=[CH2:63])([O:56][CH2:57][CH:58]=[CH2:59])=[O:55])(C(C)(C)C)(C)C.S(=O)(=O)(O)O. (3) Given the product [F:15][C:2]([F:1])([F:14])[C:3]1[CH:4]=[CH:5][C:6]([I:13])=[C:7]([CH2:9][C:10]([O:12][CH:17]([CH3:18])[CH3:16])=[O:11])[CH:8]=1, predict the reactants needed to synthesize it. The reactants are: [F:1][C:2]([F:15])([F:14])[C:3]1[CH:4]=[CH:5][C:6]([I:13])=[C:7]([CH2:9][C:10]([OH:12])=[O:11])[CH:8]=1.[CH3:16][CH:17](O)[CH3:18]. (4) The reactants are: Cl.[NH2:2][C:3]([CH3:20])([CH3:19])[CH2:4][CH2:5][CH2:6][N:7]1[C:11]2[CH:12]=[C:13]([F:16])[CH:14]=[CH:15][C:10]=2[N:9]([CH3:17])[C:8]1=[O:18].[CH2:21]([O:28][C:29]1[CH:30]=[C:31]([C:40](=[O:46])[CH:41](OCC)O)[C:32]2[O:37][CH2:36][C:35](=[O:38])[NH:34][C:33]=2[CH:39]=1)[C:22]1[CH:27]=[CH:26][CH:25]=[CH:24][CH:23]=1. Given the product [CH2:21]([O:28][C:29]1[CH:30]=[C:31]([CH:40]([OH:46])[CH2:41][NH:2][C:3]([CH3:20])([CH3:19])[CH2:4][CH2:5][CH2:6][N:7]2[C:11]3[CH:12]=[C:13]([F:16])[CH:14]=[CH:15][C:10]=3[N:9]([CH3:17])[C:8]2=[O:18])[C:32]2[O:37][CH2:36][C:35](=[O:38])[NH:34][C:33]=2[CH:39]=1)[C:22]1[CH:23]=[CH:24][CH:25]=[CH:26][CH:27]=1, predict the reactants needed to synthesize it. (5) Given the product [CH2:1]([C:8]1[CH:26]=[CH:25][C:11]([CH2:12][N:13]([C:14]2[CH:15]=[CH:16][C:17]([OH:24])=[C:18]([CH:23]=2)[C:19]([O:21][CH3:22])=[O:20])[C:34](=[O:35])[C:29]2[CH:30]=[CH:31][CH:32]=[CH:33][N:28]=2)=[CH:10][CH:9]=1)[CH2:2][CH2:3][CH2:4][CH2:5][CH2:6][CH3:7], predict the reactants needed to synthesize it. The reactants are: [CH2:1]([C:8]1[CH:26]=[CH:25][C:11]([CH2:12][NH:13][C:14]2[CH:15]=[CH:16][C:17]([OH:24])=[C:18]([CH:23]=2)[C:19]([O:21][CH3:22])=[O:20])=[CH:10][CH:9]=1)[CH2:2][CH2:3][CH2:4][CH2:5][CH2:6][CH3:7].Cl.[N:28]1[CH:33]=[CH:32][CH:31]=[CH:30][C:29]=1[C:34](Cl)=[O:35].C1(C2C=CC(CN(C3C=CC(O)=C(C=3)C(OC)=O)C(=O)C3C=CC(OC4C=CC=CC=4)=CC=3)=CC=2)CCCCC1. (6) The reactants are: [F:1][C:2]1[CH:3]=[C:4]([N:9]2[CH2:14][CH2:13][NH:12][CH2:11][CH2:10]2)[CH:5]=[CH:6][C:7]=1[F:8].Cl[CH2:16][CH2:17][N:18]1[C:27](=[O:28])[CH2:26][C:21]2([CH2:25][CH2:24][CH2:23][CH2:22]2)[CH2:20][C:19]1=[O:29]. Given the product [F:1][C:2]1[CH:3]=[C:4]([N:9]2[CH2:14][CH2:13][N:12]([CH2:16][CH2:17][N:18]3[C:19](=[O:29])[CH2:20][C:21]4([CH2:25][CH2:24][CH2:23][CH2:22]4)[CH2:26][C:27]3=[O:28])[CH2:11][CH2:10]2)[CH:5]=[CH:6][C:7]=1[F:8], predict the reactants needed to synthesize it. (7) Given the product [OH:3][CH:4]1[CH2:9][CH2:8][N:7]([C:10]([O:12][C:13]([CH3:14])([CH3:15])[CH3:16])=[O:11])[CH2:6][CH:5]1[CH2:17][OH:18], predict the reactants needed to synthesize it. The reactants are: [BH4-].[Na+].[O:3]=[C:4]1[CH2:9][CH2:8][N:7]([C:10]([O:12][C:13]([CH3:16])([CH3:15])[CH3:14])=[O:11])[CH2:6][CH:5]1[C:17](OCC)=[O:18]. (8) The reactants are: [C:1]([O:6][CH2:7][CH2:8][CH2:9][CH2:10][CH2:11][CH2:12][CH2:13][CH2:14][CH2:15][CH2:16][CH2:17][CH2:18][CH2:19][CH2:20][CH2:21][CH2:22][CH2:23][CH3:24])(=[O:5])[C:2]([CH3:4])=[CH2:3].C(O[CH2:30][CH2:31][CH2:32][CH2:33][CH2:30][CH2:31][CH2:32][CH3:33])(=O)C=C.[C:38]([O:41][CH:42]=[CH2:43])(=[O:40])[CH3:39]. Given the product [C:1]([O:6][CH2:7][CH2:8][CH2:9][CH2:10][CH2:11][CH2:12][CH2:13][CH2:14][CH2:15][CH2:16][CH2:17][CH2:18][CH2:19][CH2:20][CH2:21][CH2:22][CH2:23][CH2:24][CH2:30][CH2:31][CH2:32][CH3:33])(=[O:5])[C:2]([CH3:4])=[CH2:3].[C:1]([O:6][CH2:7][CH2:8][CH2:9][CH2:10][CH2:11][CH2:12][CH2:13][CH2:14][CH2:15][CH2:16][CH2:17][CH3:18])(=[O:5])[CH:2]=[CH2:3].[C:38]([O:41][CH:42]=[CH2:43])(=[O:40])[CH3:39], predict the reactants needed to synthesize it.